From a dataset of Catalyst prediction with 721,799 reactions and 888 catalyst types from USPTO. Predict which catalyst facilitates the given reaction. (1) Reactant: [N:1]1[CH:6]=[CH:5][CH:4]=[CH:3][C:2]=1[C:7]1[NH:8][C:9]2[C:14]([CH:15]=1)=[CH:13][CH:12]=[CH:11][C:10]=2[NH2:16].[S:17]1[CH:21]=[CH:20][CH:19]=[C:18]1[S:22](Cl)(=[O:24])=[O:23]. Product: [N:1]1[CH:6]=[CH:5][CH:4]=[CH:3][C:2]=1[C:7]1[NH:8][C:9]2[C:14]([CH:15]=1)=[CH:13][CH:12]=[CH:11][C:10]=2[NH:16][S:22]([C:18]1[S:17][CH:21]=[CH:20][CH:19]=1)(=[O:24])=[O:23]. The catalyst class is: 17. (2) Reactant: Br[C:2]1[CH:7]=[CH:6][CH:5]=[C:4]([C:8]([F:11])([F:10])[F:9])[CH:3]=1.[Mg].II.[Br:15][C:16]1[N:21]2[CH:22]=[C:23]([CH:25]=[O:26])[N:24]=[C:20]2[CH:19]=[CH:18][CH:17]=1.[Cl-].[NH4+]. Product: [Br:15][C:16]1[N:21]2[CH:22]=[C:23]([CH:25]([C:2]3[CH:7]=[CH:6][CH:5]=[C:4]([C:8]([F:11])([F:10])[F:9])[CH:3]=3)[OH:26])[N:24]=[C:20]2[CH:19]=[CH:18][CH:17]=1. The catalyst class is: 1. (3) Reactant: Cl[C:2]1[CH:7]=[C:6]([Cl:8])[N:5]=[C:4]([S:9][CH3:10])[N:3]=1.C(N(CC)CC)C.[C:18]([O:22][C:23]([N:25]1[CH2:30][CH2:29][NH:28][CH2:27][CH2:26]1)=[O:24])([CH3:21])([CH3:20])[CH3:19]. Product: [C:18]([O:22][C:23]([N:25]1[CH2:30][CH2:29][N:28]([C:2]2[CH:7]=[C:6]([Cl:8])[N:5]=[C:4]([S:9][CH3:10])[N:3]=2)[CH2:27][CH2:26]1)=[O:24])([CH3:21])([CH3:19])[CH3:20]. The catalyst class is: 4. (4) Reactant: CS(C)=O.C(Cl)(=O)C(Cl)=O.[OH:11][CH2:12][CH:13]([CH3:31])[CH2:14][CH2:15][N:16]([C:24]([O:26][C:27]([CH3:30])([CH3:29])[CH3:28])=[O:25])[C:17]([O:19][C:20]([CH3:23])([CH3:22])[CH3:21])=[O:18].C(N(CC)CC)C. Product: [CH3:31][CH:13]([CH:12]=[O:11])[CH2:14][CH2:15][N:16]([C:17]([O:19][C:20]([CH3:23])([CH3:22])[CH3:21])=[O:18])[C:24]([O:26][C:27]([CH3:30])([CH3:29])[CH3:28])=[O:25]. The catalyst class is: 2. (5) Reactant: C1(C)C=CC([C:7]([C@:9](C(O)=O)([OH:24])[C@](C(C2C=CC(C)=CC=2)=O)(O)C(O)=O)=[O:8])=CC=1.[F:29][C:30]1[C:35]([C@@H:36]([NH:38][CH2:39][C@@H:40]([OH:42])[CH3:41])[CH3:37])=[CH:34][CH:33]=[C:32]([F:43])[N:31]=1. Product: [F:29][C:30]1[C:35]([C@@H:36]([N:38]2[CH2:39][C@H:40]([CH3:41])[O:42][C:7](=[O:8])[C:9]2=[O:24])[CH3:37])=[CH:34][CH:33]=[C:32]([F:43])[N:31]=1. The catalyst class is: 74. (6) Reactant: [CH3:1][O:2][C:3]1[CH:4]=[C:5]2[C:10](=[C:11]3[CH2:15][C:14]([CH3:17])([CH3:16])[O:13][C:12]=13)[C:9]([C:18]1[CH:23]=[CH:22][CH:21]=[CH:20][CH:19]=1)=[N:8][C:7]([CH3:25])([CH3:24])[CH2:6]2.O[CH2:27][N:28]1[C:32](=[O:33])[C:31]2=[CH:34][CH:35]=[CH:36][CH:37]=[C:30]2[C:29]1=[O:38].O. Product: [CH3:1][O:2][C:3]1[C:4]([CH2:27][N:28]2[C:32](=[O:33])[C:31]3[C:30](=[CH:37][CH:36]=[CH:35][CH:34]=3)[C:29]2=[O:38])=[C:5]2[C:10](=[C:11]3[CH2:15][C:14]([CH3:17])([CH3:16])[O:13][C:12]=13)[C:9]([C:18]1[CH:19]=[CH:20][CH:21]=[CH:22][CH:23]=1)=[N:8][C:7]([CH3:25])([CH3:24])[CH2:6]2. The catalyst class is: 65.